Dataset: Reaction yield outcomes from USPTO patents with 853,638 reactions. Task: Predict the reaction yield, written as a fraction of the theoretical maximum amount of product (1.0 means a 100% yield; for example, 0.34 means a 34% yield). The reactants are [NH2:1][C:2]1[CH:9]=[CH:8][C:5]([C:6]#[N:7])=[CH:4][C:3]=1[C:10]#[C:11][CH2:12][CH2:13][CH2:14][CH2:15][CH2:16][CH2:17][CH2:18][CH3:19].ClCCl. The catalyst is C(#N)C.[Pd](Cl)Cl. The product is [CH2:12]([C:11]1[NH:1][C:2]2[C:3]([CH:10]=1)=[CH:4][C:5]([C:6]#[N:7])=[CH:8][CH:9]=2)[CH2:13][CH2:14][CH2:15][CH2:16][CH2:17][CH2:18][CH3:19]. The yield is 0.660.